From a dataset of Reaction yield outcomes from USPTO patents with 853,638 reactions. Predict the reaction yield, written as a fraction of the theoretical maximum amount of product (1.0 means a 100% yield; for example, 0.34 means a 34% yield). The reactants are [C:1](=[O:4])(O)[O-].[Na+].O.[Br:7][C:8]1[CH:13]=[CH:12][C:11]([C@@H:14]([NH2:16])[CH3:15])=[CH:10][CH:9]=1.ClC(Cl)(OC(=O)OC(Cl)(Cl)Cl)Cl. The catalyst is ClCCl. The product is [Br:7][C:8]1[CH:13]=[CH:12][C:11]([C@@H:14]([N:16]=[C:1]=[O:4])[CH3:15])=[CH:10][CH:9]=1. The yield is 0.794.